Predict the reactants needed to synthesize the given product. From a dataset of Full USPTO retrosynthesis dataset with 1.9M reactions from patents (1976-2016). (1) Given the product [NH2:1][C:2]1[C:3]([C:21]([NH2:22])=[O:23])=[N:4][C:5]([CH:8]2[CH2:9][CH2:10][NH:11][CH2:12][CH2:13]2)=[N:6][CH:7]=1, predict the reactants needed to synthesize it. The reactants are: [NH2:1][C:2]1[C:3]([C:21](=[O:23])[NH2:22])=[N:4][C:5]([CH:8]2[CH2:13][CH2:12][N:11](C(OC(C)(C)C)=O)[CH2:10][CH2:9]2)=[N:6][CH:7]=1.Cl. (2) Given the product [C:27]([O:26][C:24](=[O:25])[N:4]([CH2:3][CH2:2][OH:1])[CH2:5][CH:6]([OH:7])[C:8]1[CH:13]=[CH:12][C:11]([N+:14]([O-:16])=[O:15])=[CH:10][CH:9]=1)([CH3:30])([CH3:29])[CH3:28], predict the reactants needed to synthesize it. The reactants are: [OH:1][CH2:2][CH2:3][NH:4][CH2:5][CH:6]([C:8]1[CH:13]=[CH:12][C:11]([N+:14]([O-:16])=[O:15])=[CH:10][CH:9]=1)[OH:7].C(N(CC)CC)C.[C:24](O[C:24]([O:26][C:27]([CH3:30])([CH3:29])[CH3:28])=[O:25])([O:26][C:27]([CH3:30])([CH3:29])[CH3:28])=[O:25].